From a dataset of NCI-60 drug combinations with 297,098 pairs across 59 cell lines. Regression. Given two drug SMILES strings and cell line genomic features, predict the synergy score measuring deviation from expected non-interaction effect. Drug 1: CCC(=C(C1=CC=CC=C1)C2=CC=C(C=C2)OCCN(C)C)C3=CC=CC=C3.C(C(=O)O)C(CC(=O)O)(C(=O)O)O. Drug 2: CCC1(C2=C(COC1=O)C(=O)N3CC4=CC5=C(C=CC(=C5CN(C)C)O)N=C4C3=C2)O.Cl. Cell line: LOX IMVI. Synergy scores: CSS=57.0, Synergy_ZIP=-0.712, Synergy_Bliss=-1.65, Synergy_Loewe=2.38, Synergy_HSA=3.34.